Dataset: Peptide-MHC class II binding affinity with 134,281 pairs from IEDB. Task: Regression. Given a peptide amino acid sequence and an MHC pseudo amino acid sequence, predict their binding affinity value. This is MHC class II binding data. (1) The binding affinity (normalized) is 0.574. The peptide sequence is PAVIPMFSALSEGATP. The MHC is DRB1_0101 with pseudo-sequence DRB1_0101. (2) The peptide sequence is LQSLGAEIAVEQAAL. The MHC is HLA-DQA10101-DQB10501 with pseudo-sequence HLA-DQA10101-DQB10501. The binding affinity (normalized) is 0.378. (3) The peptide sequence is EQDLELSWNLNGLQAY. The MHC is DRB1_1302 with pseudo-sequence DRB1_1302. The binding affinity (normalized) is 0.520. (4) The peptide sequence is RLEFDEFVTLAAKFI. The MHC is HLA-DQA10102-DQB10502 with pseudo-sequence HLA-DQA10102-DQB10502. The binding affinity (normalized) is 0.226. (5) The peptide sequence is QGEPGAVIRGKKGAG. The MHC is HLA-DPA10103-DPB10301 with pseudo-sequence HLA-DPA10103-DPB10301. The binding affinity (normalized) is 0.0361. (6) The peptide sequence is EKKYFRATQFEPLAA. The MHC is DRB1_0701 with pseudo-sequence DRB1_0701. The binding affinity (normalized) is 0.846.